This data is from Forward reaction prediction with 1.9M reactions from USPTO patents (1976-2016). The task is: Predict the product of the given reaction. (1) Given the reactants Cl[CH2:2][C:3]([NH:5][C:6]1[CH:19]=[CH:18][C:17]2[C:16](=[O:20])[C:15]3[C:10](=[CH:11][C:12]([NH:21][C:22](=[O:25])[CH2:23]Cl)=[CH:13][CH:14]=3)[C:9](=[O:26])[C:8]=2[CH:7]=1)=[O:4].[NH:27]1[CH2:31][CH2:30][CH2:29][CH2:28]1.[N:32]1[CH:37]=[CH:36][CH:35]=[CH:34]C=1, predict the reaction product. The product is: [N:27]1([CH2:2][C:3]([NH:5][C:6]2[CH:19]=[CH:18][C:17]3[C:16](=[O:20])[C:15]4[C:10](=[CH:11][C:12]([NH:21][C:22](=[O:25])[CH2:23][N:32]5[CH2:34][CH2:35][CH2:36][CH2:37]5)=[CH:13][CH:14]=4)[C:9](=[O:26])[C:8]=3[CH:7]=2)=[O:4])[CH2:31][CH2:30][CH2:29][CH2:28]1. (2) Given the reactants [Li+].[OH-].[CH3:3][C:4]1[CH:9]=[C:8]([CH3:10])[CH:7]=[C:6]([CH3:11])[C:5]=1[NH:12][C:13]([NH:15][C:16]1[C:17]([C:26]([NH:28][C@H:29]([C:33]([O:35]C)=[O:34])[CH:30]([CH3:32])[CH3:31])=[O:27])=[CH:18][C:19]2[C:24]([CH:25]=1)=[CH:23][CH:22]=[CH:21][CH:20]=2)=[O:14].Cl.C(OCC)(=O)C, predict the reaction product. The product is: [CH3:11][C:6]1[CH:7]=[C:8]([CH3:10])[CH:9]=[C:4]([CH3:3])[C:5]=1[NH:12][C:13]([NH:15][C:16]1[C:17]([C:26]([NH:28][C@H:29]([C:33]([OH:35])=[O:34])[CH:30]([CH3:31])[CH3:32])=[O:27])=[CH:18][C:19]2[C:24]([CH:25]=1)=[CH:23][CH:22]=[CH:21][CH:20]=2)=[O:14].